This data is from Catalyst prediction with 721,799 reactions and 888 catalyst types from USPTO. The task is: Predict which catalyst facilitates the given reaction. (1) Reactant: C(=O)(OC)[O:2][C:3]1[CH:8]=[CH:7][C:6]([F:9])=[C:5]([NH:10][C:11]([C:13]2[N:17]([CH3:18])[N:16]=[C:15]([CH3:19])[CH:14]=2)=[O:12])[CH:4]=1.[OH-].[Na+].Cl. Product: [F:9][C:6]1[CH:7]=[CH:8][C:3]([OH:2])=[CH:4][C:5]=1[NH:10][C:11]([C:13]1[N:17]([CH3:18])[N:16]=[C:15]([CH3:19])[CH:14]=1)=[O:12]. The catalyst class is: 5. (2) The catalyst class is: 683. Product: [Br:6][C:7]1[CH:8]=[C:9]2[C:14](=[CH:15][CH:16]=1)[N:13]=[C:12]([NH:17][CH2:18][C:19]1[CH:24]=[CH:23][C:22]([O:25][CH3:26])=[CH:21][CH:20]=1)[C:11]([C:31]1([OH:34])[CH2:32][CH2:33][O:28][CH2:29][CH2:30]1)=[CH:10]2. Reactant: C([Mg]Cl)(C)C.[Br:6][C:7]1[CH:8]=[C:9]2[C:14](=[CH:15][CH:16]=1)[N:13]=[C:12]([NH:17][CH2:18][C:19]1[CH:24]=[CH:23][C:22]([O:25][CH3:26])=[CH:21][CH:20]=1)[C:11](I)=[CH:10]2.[O:28]1[CH2:33][CH2:32][C:31](=[O:34])[CH2:30][CH2:29]1. (3) Product: [NH2:3][C:4]1[N:8]([CH3:9])[N:7]=[CH:6][C:5]=1[CH2:10][CH2:11][CH2:12][NH:13][CH:14]=[O:15]. Reactant: Cl.Cl.[NH2:3][C:4]1[N:8]([CH3:9])[N:7]=[CH:6][C:5]=1[CH2:10][CH2:11][CH2:12][NH2:13].[CH3:14][O-:15].[Na+]. The catalyst class is: 5. (4) Reactant: Cl[C:2]([O:4][C:5]1[CH:10]=[CH:9][C:8]([N+:11]([O-:13])=[O:12])=[CH:7][CH:6]=1)=[O:3].[CH:14]1([N:17]([CH:31]2[CH2:36][CH2:35][NH:34][CH2:33][CH2:32]2)[C:18](=[O:30])[C:19]2[CH:24]=[CH:23][C:22]([C:25]3[O:29][CH:28]=[N:27][CH:26]=3)=[CH:21][CH:20]=2)[CH2:16][CH2:15]1.C(N(CC)CC)C. Product: [N+:11]([C:8]1[CH:9]=[CH:10][C:5]([O:4][C:2]([N:34]2[CH2:33][CH2:32][CH:31]([N:17]([CH:14]3[CH2:15][CH2:16]3)[C:18](=[O:30])[C:19]3[CH:20]=[CH:21][C:22]([C:25]4[O:29][CH:28]=[N:27][CH:26]=4)=[CH:23][CH:24]=3)[CH2:36][CH2:35]2)=[O:3])=[CH:6][CH:7]=1)([O-:13])=[O:12]. The catalyst class is: 489. (5) The catalyst class is: 51. Reactant: [Cl:1][C:2]1[N:10]=[C:9]2[C:5]([NH:6][CH:7]=[N:8]2)=[C:4](Cl)[N:3]=1.[NH2:12][C:13]1[CH:21]=[CH:20][C:16]([C:17]([NH2:19])=[O:18])=[CH:15][CH:14]=1. Product: [Cl:1][C:2]1[N:10]=[C:9]2[C:5]([N:6]=[CH:7][NH:8]2)=[C:4]([NH:12][C:13]2[CH:21]=[CH:20][C:16]([C:17]([NH2:19])=[O:18])=[CH:15][CH:14]=2)[N:3]=1.